This data is from NCI-60 drug combinations with 297,098 pairs across 59 cell lines. The task is: Regression. Given two drug SMILES strings and cell line genomic features, predict the synergy score measuring deviation from expected non-interaction effect. (1) Drug 1: CN(C)N=NC1=C(NC=N1)C(=O)N. Drug 2: C1=C(C(=O)NC(=O)N1)N(CCCl)CCCl. Cell line: SK-MEL-5. Synergy scores: CSS=18.5, Synergy_ZIP=-8.77, Synergy_Bliss=1.99, Synergy_Loewe=-8.84, Synergy_HSA=1.06. (2) Drug 1: C1=C(C(=O)NC(=O)N1)F. Drug 2: C1=CN(C=N1)CC(O)(P(=O)(O)O)P(=O)(O)O. Cell line: UACC-257. Synergy scores: CSS=24.1, Synergy_ZIP=1.22, Synergy_Bliss=4.84, Synergy_Loewe=4.93, Synergy_HSA=5.50.